From a dataset of Catalyst prediction with 721,799 reactions and 888 catalyst types from USPTO. Predict which catalyst facilitates the given reaction. (1) Reactant: [C:1]([N:4]1[C:12]2[C:7](=[CH:8][CH:9]=[C:10]([N:13]([CH:24]3[CH2:29][CH2:28][NH:27][CH2:26][CH2:25]3)[C:14](=[O:23])/[CH:15]=[CH:16]/[C:17]3[CH:22]=[CH:21][CH:20]=[CH:19][CH:18]=3)[CH:11]=2)[CH2:6][CH2:5]1)(=[O:3])[CH3:2].C([O-])([O-])=O.[Na+].[Na+].Br[CH:37]([C:42]1[CH:47]=[CH:46][CH:45]=[CH:44][CH:43]=1)[C:38]([O:40][CH3:41])=[O:39].O. Product: [CH3:41][O:40][C:38](=[O:39])[CH:37]([N:27]1[CH2:28][CH2:29][CH:24]([N:13]([C:10]2[CH:11]=[C:12]3[C:7]([CH2:6][CH2:5][N:4]3[C:1](=[O:3])[CH3:2])=[CH:8][CH:9]=2)[C:14](=[O:23])/[CH:15]=[CH:16]/[C:17]2[CH:18]=[CH:19][CH:20]=[CH:21][CH:22]=2)[CH2:25][CH2:26]1)[C:42]1[CH:43]=[CH:44][CH:45]=[CH:46][CH:47]=1. The catalyst class is: 85. (2) Reactant: [CH3:1][O:2][C:3]1[C:14]([O:15][CH3:16])=[CH:13][C:6]2[CH2:7][C:8](=O)[NH:9][CH2:10][CH2:11][C:5]=2[CH:4]=1.B.C1COCC1.C(O)C.[ClH:26]. Product: [ClH:26].[CH3:1][O:2][C:3]1[C:14]([O:15][CH3:16])=[CH:13][C:6]2[CH2:7][CH2:8][NH:9][CH2:10][CH2:11][C:5]=2[CH:4]=1. The catalyst class is: 1. (3) Reactant: [Cl:1][C:2]1[N:7]=[CH:6][C:5]([CH2:8][N:9]2[C:13]([CH3:14])=[C:12]([C:15]3[CH:20]=[CH:19][C:18]([C:21]#[N:22])=[CH:17][CH:16]=3)[C:11]([C:23]#[N:24])=[C:10]2[CH2:25][CH2:26][CH3:27])=[CH:4][C:3]=1[CH2:28][OH:29].[CH3:30][S:31]([OH:34])(=[O:33])=[O:32]. Product: [CH3:30][S:31]([OH:34])(=[O:33])=[O:32].[Cl:1][C:2]1[N:7]=[CH:6][C:5]([CH2:8][N:9]2[C:13]([CH3:14])=[C:12]([C:15]3[CH:20]=[CH:19][C:18]([C:21]#[N:22])=[CH:17][CH:16]=3)[C:11]([C:23]#[N:24])=[C:10]2[CH2:25][CH2:26][CH3:27])=[CH:4][C:3]=1[CH2:28][OH:29]. The catalyst class is: 13. (4) The catalyst class is: 4. Reactant: [Cl:1][C:2]1[C:3]([F:31])=[C:4]([C@@H:8]2[C@:12]([C:15]3[CH:20]=[CH:19][C:18]([Cl:21])=[CH:17][C:16]=3[F:22])([C:13]#[N:14])[C@H:11]([CH2:23][C:24]([CH3:27])([CH3:26])[CH3:25])[NH:10][C@H:9]2[C:28]([OH:30])=O)[CH:5]=[CH:6][CH:7]=1.C(N(CC)C(C)C)(C)C.[NH2:41][C:42]1[CH:47]=[CH:46][C:45]([N:48]2[CH2:53][CH2:52][CH:51]([C:54]([O:56][CH2:57][CH3:58])=[O:55])[CH2:50][CH2:49]2)=[CH:44][CH:43]=1.CN(C(ON1N=NC2C=CC=NC1=2)=[N+](C)C)C.F[P-](F)(F)(F)(F)F. Product: [CH2:57]([O:56][C:54]([CH:51]1[CH2:50][CH2:49][N:48]([C:45]2[CH:46]=[CH:47][C:42]([NH:41][C:28]([C@H:9]3[C@H:8]([C:4]4[CH:5]=[CH:6][CH:7]=[C:2]([Cl:1])[C:3]=4[F:31])[C@:12]([C:15]4[CH:20]=[CH:19][C:18]([Cl:21])=[CH:17][C:16]=4[F:22])([C:13]#[N:14])[C@H:11]([CH2:23][C:24]([CH3:25])([CH3:27])[CH3:26])[NH:10]3)=[O:30])=[CH:43][CH:44]=2)[CH2:53][CH2:52]1)=[O:55])[CH3:58]. (5) The catalyst class is: 589. Reactant: [C:1]([O:5][C:6]([N:8]1[CH2:13][CH2:12][CH:11]([CH2:14][CH2:15][OH:16])[CH2:10][CH2:9]1)=[O:7])([CH3:4])([CH3:3])[CH3:2].[H-].[Na+].Cl.[N:20]1[CH:25]=[CH:24][CH:23]=[C:22]([CH2:26]Cl)[CH:21]=1.O. Product: [C:1]([O:5][C:6]([N:8]1[CH2:13][CH2:12][CH:11]([CH2:14][CH2:15][O:16][CH2:26][C:22]2[CH:21]=[N:20][CH:25]=[CH:24][CH:23]=2)[CH2:10][CH2:9]1)=[O:7])([CH3:4])([CH3:3])[CH3:2].